This data is from Forward reaction prediction with 1.9M reactions from USPTO patents (1976-2016). The task is: Predict the product of the given reaction. (1) Given the reactants Br[C:2]1[CH:10]=[CH:9][C:5]([C:6]([OH:8])=[O:7])=[CH:4][C:3]=1[F:11].[Cl:12][C:13]1[CH:18]=[CH:17][C:16](OB(O)O)=[CH:15][CH:14]=1, predict the reaction product. The product is: [Cl:12][C:13]1[CH:18]=[CH:17][C:16]([C:2]2[CH:10]=[CH:9][C:5]([C:6]([OH:8])=[O:7])=[CH:4][C:3]=2[F:11])=[CH:15][CH:14]=1. (2) Given the reactants [F:1][C:2]1[CH:7]=[CH:6][C:5]([F:8])=[CH:4][C:3]=1[C:9]1[CH:14]=[C:13]([N:15]2[C:19]3[CH:20]=[CH:21][C:22]([C:24]4[CH:25]=[N:26][N:27]([CH2:29][CH2:30][N:31]5[CH2:36][CH2:35][O:34][CH2:33][CH2:32]5)[CH:28]=4)=[CH:23][C:18]=3[N:17]=[CH:16]2)[CH:12]=[C:11]([NH:37]C(=O)C)[CH:10]=1.[OH-].[Na+], predict the reaction product. The product is: [F:1][C:2]1[CH:7]=[CH:6][C:5]([F:8])=[CH:4][C:3]=1[C:9]1[CH:14]=[C:13]([N:15]2[C:19]3[CH:20]=[CH:21][C:22]([C:24]4[CH:25]=[N:26][N:27]([CH2:29][CH2:30][N:31]5[CH2:32][CH2:33][O:34][CH2:35][CH2:36]5)[CH:28]=4)=[CH:23][C:18]=3[N:17]=[CH:16]2)[CH:12]=[C:11]([NH2:37])[CH:10]=1. (3) Given the reactants N1C2C=CC(C(O)=O)=CC=2N=C1.C[C@@]12C3C=CC=CC=3CC[C@@H]1NCCC2.C[C@]12C3C=CC=CC=3CC[C@@H]1NCCC2.[NH:43]1[C:47]2[CH:48]=[CH:49][C:50]([C:52]([N:54]3[C@@H:63]4[C@@:58]([CH3:68])([C:59]5[CH:67]=[CH:66][CH:65]=[CH:64][C:60]=5[CH2:61][CH2:62]4)[CH2:57][CH2:56][CH2:55]3)=[O:53])=[CH:51][C:46]=2[N:45]=[CH:44]1, predict the reaction product. The product is: [NH:43]1[C:47]2[CH:48]=[CH:49][C:50]([C:52]([N:54]3[C@@H:63]4[C@:58]([CH3:68])([C:59]5[CH:67]=[CH:66][CH:65]=[CH:64][C:60]=5[CH2:61][CH2:62]4)[CH2:57][CH2:56][CH2:55]3)=[O:53])=[CH:51][C:46]=2[N:45]=[CH:44]1. (4) The product is: [NH2:1][C:4]1[CH:12]=[C:11]2[C:7]([CH2:8][CH2:9][C:10]2=[O:13])=[CH:6][CH:5]=1. Given the reactants [N+:1]([C:4]1[CH:12]=[C:11]2[C:7]([CH2:8][CH2:9][C:10]2=[O:13])=[CH:6][CH:5]=1)([O-])=O.ClCCl.C(OCC)(=O)C, predict the reaction product. (5) Given the reactants [CH2:1]([NH2:13])[CH2:2][CH2:3][CH2:4][CH2:5][CH2:6][CH2:7][CH2:8][CH2:9][CH2:10][CH2:11][CH3:12].[Li]CCCC.C([O:21][C:22]([C:24]1[CH:25]=[C:26]([C:35]2[CH:40]=[CH:39][CH:38]=[C:37]([Cl:41])[CH:36]=2)[C:27]([O:31][CH2:32][CH2:33][OH:34])=[C:28]([Br:30])[CH:29]=1)=O)C.CCOC(C)=O, predict the reaction product. The product is: [CH2:1]([NH:13][C:22]([C:24]1[CH:25]=[C:26]([C:35]2[CH:40]=[CH:39][CH:38]=[C:37]([Cl:41])[CH:36]=2)[C:27]([O:31][CH2:32][CH2:33][OH:34])=[C:28]([Br:30])[CH:29]=1)=[O:21])[CH2:2][CH2:3][CH2:4][CH2:5][CH2:6][CH2:7][CH2:8][CH2:9][CH2:10][CH2:11][CH3:12].